This data is from NCI-60 drug combinations with 297,098 pairs across 59 cell lines. The task is: Regression. Given two drug SMILES strings and cell line genomic features, predict the synergy score measuring deviation from expected non-interaction effect. Drug 1: CC1CCC2CC(C(=CC=CC=CC(CC(C(=O)C(C(C(=CC(C(=O)CC(OC(=O)C3CCCCN3C(=O)C(=O)C1(O2)O)C(C)CC4CCC(C(C4)OC)OCCO)C)C)O)OC)C)C)C)OC. Drug 2: C(CN)CNCCSP(=O)(O)O. Cell line: DU-145. Synergy scores: CSS=4.77, Synergy_ZIP=-0.176, Synergy_Bliss=-2.84, Synergy_Loewe=2.76, Synergy_HSA=-1.39.